From a dataset of Reaction yield outcomes from USPTO patents with 853,638 reactions. Predict the reaction yield, written as a fraction of the theoretical maximum amount of product (1.0 means a 100% yield; for example, 0.34 means a 34% yield). (1) The reactants are [CH3:1][N:2]1[CH2:15][CH2:14][C:5]2[NH:6][C:7]3[CH:8]=[CH:9][C:10]([CH3:13])=[CH:11][C:12]=3[C:4]=2[CH2:3]1.[OH-].[K+].Br[CH2:19][CH2:20][C:21]1[CH:26]=[CH:25][C:24]([O:27][CH2:28][CH3:29])=[CH:23][CH:22]=1. The catalyst is CN1CCCC1=O.O. The product is [CH2:28]([O:27][C:24]1[CH:25]=[CH:26][C:21]([CH2:20][CH2:19][N:6]2[C:7]3[CH:8]=[CH:9][C:10]([CH3:13])=[CH:11][C:12]=3[C:4]3[CH2:3][N:2]([CH3:1])[CH2:15][CH2:14][C:5]2=3)=[CH:22][CH:23]=1)[CH3:29]. The yield is 0.100. (2) The yield is 0.180. The catalyst is O1CCOCC1. The reactants are [CH2:1]([N:8]1[C:16]2[CH:15]=[C:14](Cl)[N:13]=[CH:12][C:11]=2[N:10]=[C:9]1[CH3:18])[C:2]1[CH:7]=[CH:6][CH:5]=[CH:4][CH:3]=1.[CH3:19][O:20][CH:21]1[CH2:26][CH2:25][N:24]([C:27]2[N:32]=[C:31]([NH2:33])[CH:30]=[CH:29][N:28]=2)[CH2:23][CH2:22]1.C1(P(C2CCCCC2)C2C(OC)=CC=C(OC)C=2C2C(C(C)C)=CC(C(C)C)=CC=2C(C)C)CCCCC1.C(=O)([O-])[O-].[Cs+].[Cs+]. The product is [CH2:1]([N:8]1[C:16]2[CH:15]=[C:14]([NH:33][C:31]3[CH:30]=[CH:29][N:28]=[C:27]([N:24]4[CH2:23][CH2:22][CH:21]([O:20][CH3:19])[CH2:26][CH2:25]4)[N:32]=3)[N:13]=[CH:12][C:11]=2[N:10]=[C:9]1[CH3:18])[C:2]1[CH:7]=[CH:6][CH:5]=[CH:4][CH:3]=1. (3) The catalyst is CN(C)C=O. The product is [CH:45]1([S:42]([NH:41][C:39]([C@@:12]23[CH2:38][C@H:11]2[CH:10]=[CH:9][CH2:8][CH2:7][CH2:6][CH2:5][CH2:4][C@H:3]([NH:2][C:54]([C:49]2[CH:50]=[N:51][CH:52]=[CH:53][N:48]=2)=[O:55])[C:17](=[O:18])[N:16]2[CH2:19][C@H:20]([O:22][C:23]4[N:24]=[C:25]5[C:30](=[C:31]6[C:36]=4[CH:35]=[CH:34][CH:33]=[CH:32]6)[CH:29]=[CH:28][CH:27]=[CH:26]5)[CH2:21][C@H:15]2[C:14](=[O:37])[NH:13]3)=[O:40])(=[O:43])=[O:44])[CH2:46][CH2:47]1. The reactants are Cl.[NH2:2][C@@H:3]1[C:17](=[O:18])[N:16]2[CH2:19][C@H:20]([O:22][C:23]3[N:24]=[C:25]4[C:30](=[C:31]5[C:36]=3[CH:35]=[CH:34][CH:33]=[CH:32]5)[CH:29]=[CH:28][CH:27]=[CH:26]4)[CH2:21][C@H:15]2[C:14](=[O:37])[NH:13][C@:12]2([C:39]([NH:41][S:42]([CH:45]3[CH2:47][CH2:46]3)(=[O:44])=[O:43])=[O:40])[CH2:38][C@H:11]2[CH:10]=[CH:9][CH2:8][CH2:7][CH2:6][CH2:5][CH2:4]1.[N:48]1[CH:53]=[CH:52][N:51]=[CH:50][C:49]=1[C:54](O)=[O:55].CN(C(ON1N=NC2C=CC=NC1=2)=[N+](C)C)C.F[P-](F)(F)(F)(F)F.C(N(C(C)C)CC)(C)C. The yield is 0.440.